Dataset: Forward reaction prediction with 1.9M reactions from USPTO patents (1976-2016). Task: Predict the product of the given reaction. (1) Given the reactants C12(C[O:12]C3C=CC(C#N)=CC=3C3C(OC)=NC=CC=3)CC3CC(CC(C3)C1)C2.[C:29]12([CH2:39][O:40][C:41]3[CH:48]=[CH:47][C:44]([C:45]#[N:46])=[CH:43][C:42]=3[Br:49])[CH2:38][CH:33]3[CH2:34][CH:35]([CH2:37][CH:31]([CH2:32]3)[CH2:30]1)[CH2:36]2, predict the reaction product. The product is: [C:29]12([CH2:39][O:40][C:41]3[CH:48]=[CH:47][C:44]([C:45]([NH2:46])=[O:12])=[CH:43][C:42]=3[Br:49])[CH2:30][CH:31]3[CH2:37][CH:35]([CH2:34][CH:33]([CH2:32]3)[CH2:38]1)[CH2:36]2. (2) Given the reactants [C:9](O[C:9]([O:11][C:12]([CH3:15])([CH3:14])[CH3:13])=[O:10])([O:11][C:12]([CH3:15])([CH3:14])[CH3:13])=[O:10].[CH3:16][NH:17][CH2:18][CH2:19][NH:20][CH3:21], predict the reaction product. The product is: [CH3:16][N:17]([CH2:18][CH2:19][NH:20][CH3:21])[C:9](=[O:10])[O:11][C:12]([CH3:13])([CH3:14])[CH3:15]. (3) The product is: [C:32]([O:31][C:29](=[O:30])[NH:26][CH2:2][C:3]1[CH:8]=[CH:7][C:6]([S:9](=[O:11])(=[O:10])[NH:12][C:13](=[O:25])[CH2:14][CH2:15][CH2:16][CH2:17][CH2:18][CH2:19][CH2:20][CH2:21][CH2:22][CH2:23][CH3:24])=[CH:5][CH:4]=1)([CH3:35])([CH3:34])[CH3:33]. Given the reactants Br[CH2:2][C:3]1[CH:8]=[CH:7][C:6]([S:9]([NH:12][C:13](=[O:25])[CH2:14][CH2:15][CH2:16][CH2:17][CH2:18][CH2:19][CH2:20][CH2:21][CH2:22][CH2:23][CH3:24])(=[O:11])=[O:10])=[CH:5][CH:4]=1.[NH3:26].[OH-].[Na+].[C:29](O[C:29]([O:31][C:32]([CH3:35])([CH3:34])[CH3:33])=[O:30])([O:31][C:32]([CH3:35])([CH3:34])[CH3:33])=[O:30], predict the reaction product. (4) The product is: [NH2:7][C@H:8]([CH:9]1[CH2:11][CH2:10]1)[C:12]1[C:13]([F:29])=[C:14]([C:19]([C:20]2[CH:25]=[CH:24][C:23]([NH2:26])=[C:22]([CH3:27])[CH:21]=2)=[O:28])[C:15]([Cl:18])=[CH:16][CH:17]=1. Given the reactants C(OC(=O)[NH:7][C@@H:8]([C:12]1[CH:17]=[CH:16][C:15]([Cl:18])=[C:14]([C:19](=[O:28])[C:20]2[CH:25]=[CH:24][C:23]([NH2:26])=[C:22]([CH3:27])[CH:21]=2)[C:13]=1[F:29])[CH:9]1[CH2:11][CH2:10]1)(C)(C)C.Cl.O1CCOCC1, predict the reaction product.